Dataset: CYP3A4 inhibition data for predicting drug metabolism from PubChem BioAssay. Task: Regression/Classification. Given a drug SMILES string, predict its absorption, distribution, metabolism, or excretion properties. Task type varies by dataset: regression for continuous measurements (e.g., permeability, clearance, half-life) or binary classification for categorical outcomes (e.g., BBB penetration, CYP inhibition). Dataset: cyp3a4_veith. (1) The molecule is CN1CCC[C@H](C(=O)OCC(=O)[C@]2(O)CC[C@@H]3[C@H]4CCC5=CC(=O)CC[C@@]5(C)[C@H]4[C@@H](O)C[C@]32C)C1. The result is 0 (non-inhibitor). (2) The molecule is Cc1ccc(CNC(=O)[C@H]2C[C@@H]2[C@H](NP(=O)(c2ccccc2)c2ccccc2)c2ccccc2)o1. The result is 1 (inhibitor). (3) The compound is COc1ccc(Oc2ncc3nc(-c4cccs4)c(=O)n(-c4ccccc4)c3n2)cc1. The result is 1 (inhibitor). (4) The drug is NS(=O)(=O)c1ccc(NC2(C(=O)O)CCCC2)cc1. The result is 0 (non-inhibitor).